Dataset: TCR-epitope binding with 47,182 pairs between 192 epitopes and 23,139 TCRs. Task: Binary Classification. Given a T-cell receptor sequence (or CDR3 region) and an epitope sequence, predict whether binding occurs between them. (1) The TCR CDR3 sequence is CASSLGDEQYF. The epitope is SGPLKAEIAQRLED. Result: 0 (the TCR does not bind to the epitope). (2) Result: 0 (the TCR does not bind to the epitope). The epitope is LLALHRSYL. The TCR CDR3 sequence is CASSLTGLAGGPWPYEQYF. (3) The epitope is KPLEFGATSAAL. The TCR CDR3 sequence is CASSLARGGDRGWGYTF. Result: 1 (the TCR binds to the epitope). (4) The epitope is GTSGSPIVNR. The TCR CDR3 sequence is CASSLVIIGSASTDTQYF. Result: 1 (the TCR binds to the epitope). (5) The epitope is IVTDFSVIK. The TCR CDR3 sequence is CAVGEANTGELFF. Result: 0 (the TCR does not bind to the epitope). (6) The epitope is VLWAHGFEL. Result: 0 (the TCR does not bind to the epitope). The TCR CDR3 sequence is CAISEGDLNTEAFF. (7) The epitope is KLNVGDYFV. The TCR CDR3 sequence is CASSPQERGGYNEQFF. Result: 0 (the TCR does not bind to the epitope). (8) The epitope is RQLLFVVEV. The TCR CDR3 sequence is CASSQVMGDEKLFF. Result: 1 (the TCR binds to the epitope). (9) The epitope is YFPLQSYGF. The TCR CDR3 sequence is CASSYLPSGTYEQYF. Result: 1 (the TCR binds to the epitope).